Dataset: Full USPTO retrosynthesis dataset with 1.9M reactions from patents (1976-2016). Task: Predict the reactants needed to synthesize the given product. (1) Given the product [Si:13]([CH2:12][CH2:11][CH2:10][S:9][CH2:2][CH2:3][CH2:4][CH2:5][CH2:6][CH2:7][Cl:8])([O:17][CH2:18][CH3:19])([O:20][CH2:21][CH3:22])[O:14][CH2:15][CH3:16], predict the reactants needed to synthesize it. The reactants are: Cl[CH2:2][CH2:3][CH2:4][CH2:5][CH2:6][CH2:7][Cl:8].[SH:9][CH2:10][CH2:11][CH2:12][Si:13]([O:20][CH2:21][CH3:22])([O:17][CH2:18][CH3:19])[O:14][CH2:15][CH3:16].CC[O-].[Na+]. (2) Given the product [NH2:21][C@H:18]1[CH2:19][CH2:20][C@H:15]([NH:14][C:13]2[C:12]3[C:7](=[CH:8][CH:9]=[C:10]([C:29]4[CH:34]=[C:33]([F:35])[C:32]([OH:36])=[C:31]([Cl:37])[CH:30]=4)[CH:11]=3)[N:6]=[CH:5][C:4]=2[C:1](=[O:3])[CH3:2])[CH2:16][CH2:17]1, predict the reactants needed to synthesize it. The reactants are: [C:1]([C:4]1[CH:5]=[N:6][C:7]2[C:12]([C:13]=1[NH:14][C@H:15]1[CH2:20][CH2:19][C@H:18]([NH:21]C(=O)OC(C)(C)C)[CH2:17][CH2:16]1)=[CH:11][C:10]([C:29]1[CH:34]=[C:33]([F:35])[C:32]([OH:36])=[C:31]([Cl:37])[CH:30]=1)=[CH:9][CH:8]=2)(=[O:3])[CH3:2].O.Cl.